This data is from Forward reaction prediction with 1.9M reactions from USPTO patents (1976-2016). The task is: Predict the product of the given reaction. (1) The product is: [Cl:16][C:6]1[C:5]([C:17]2[CH:22]=[CH:21][CH:20]=[CH:19][CH:18]=2)=[N:4][N:3]=[C:2]2[N:24]([CH3:23])[N:25]=[C:8]([C:10]3[CH:11]=[N:12][CH:13]=[CH:14][CH:15]=3)[C:7]=12. Given the reactants Cl[C:2]1[N:3]=[N:4][C:5]([C:17]2[CH:22]=[CH:21][CH:20]=[CH:19][CH:18]=2)=[C:6]([Cl:16])[C:7]=1[C:8]([C:10]1[CH:11]=[N:12][CH:13]=[CH:14][CH:15]=1)=O.[CH3:23][NH:24][NH2:25], predict the reaction product. (2) Given the reactants [F:1][C:2]1[CH:7]=[CH:6][C:5]([C:8]([C:10]2[N:11]=[C:12](OC)[C:13]3[C:14](=[CH:16][S:17][CH:18]=3)[N:15]=2)=[O:9])=[CH:4][CH:3]=1.[CH3:21][C:22]1[NH:26][N:25]=[C:24]([NH2:27])[CH:23]=1.CCN(C(C)C)C(C)C, predict the reaction product. The product is: [F:1][C:2]1[CH:7]=[CH:6][C:5]([C:8]([C:10]2[N:11]=[C:12]([NH:27][C:24]3[CH:23]=[C:22]([CH3:21])[NH:26][N:25]=3)[C:13]3[C:14](=[CH:16][S:17][CH:18]=3)[N:15]=2)=[O:9])=[CH:4][CH:3]=1. (3) Given the reactants C(OC(=O)[NH:7][C:8]1([C:12]2[CH:17]=[CH:16][C:15]([N:18]3[C:22]4=[N:23][C:24]([C:27]5[CH:32]=[CH:31][CH:30]=[C:29]([N:33]6[CH2:39][CH:38]7[O:40][CH:35]([CH2:36][CH2:37]7)[CH2:34]6)[CH:28]=5)=[CH:25][CH:26]=[C:21]4[N:20]=[C:19]3[C:41]3[C:42]([NH2:47])=[N:43][CH:44]=[CH:45][CH:46]=3)=[CH:14][CH:13]=2)[CH2:11][CH2:10][CH2:9]1)(C)(C)C.[ClH:49].O1CCOCC1, predict the reaction product. The product is: [ClH:49].[ClH:49].[ClH:49].[NH2:7][C:8]1([C:12]2[CH:17]=[CH:16][C:15]([N:18]3[C:22]4=[N:23][C:24]([C:27]5[CH:32]=[CH:31][CH:30]=[C:29]([N:33]6[CH2:34][CH:35]7[O:40][CH:38]([CH2:37][CH2:36]7)[CH2:39]6)[CH:28]=5)=[CH:25][CH:26]=[C:21]4[N:20]=[C:19]3[C:41]3[C:42]([NH2:47])=[N:43][CH:44]=[CH:45][CH:46]=3)=[CH:14][CH:13]=2)[CH2:9][CH2:10][CH2:11]1. (4) Given the reactants Cl[CH2:2][C:3]1[S:7][C:6]([C:8]2[CH:13]=[CH:12][C:11]([C:14]([F:17])([F:16])[F:15])=[CH:10][CH:9]=2)=[N:5][C:4]=1[CH3:18].C[O:20][C:21](=[O:35])[CH2:22][C:23]1[CH:28]=[C:27]([OH:29])[CH:26]=[C:25]([O:30][CH2:31][CH2:32][CH2:33][CH3:34])[CH:24]=1.COC(=O)C.ICCCC, predict the reaction product. The product is: [CH2:31]([O:30][C:25]1[CH:24]=[C:23]([CH2:22][C:21]([OH:35])=[O:20])[CH:28]=[C:27]([O:29][CH2:2][C:3]2[S:7][C:6]([C:8]3[CH:13]=[CH:12][C:11]([C:14]([F:17])([F:16])[F:15])=[CH:10][CH:9]=3)=[N:5][C:4]=2[CH3:18])[CH:26]=1)[CH2:32][CH2:33][CH3:34]. (5) The product is: [CH2:22]([N:11]([CH2:10][C:9]([N:8]([C:30]1[CH:31]=[CH:32][C:33]([OH:39])=[C:34]([CH:38]=1)[C:35]([OH:37])=[O:36])[CH2:1][C:2]1[CH:3]=[CH:4][C:5]([CH:41]2[CH2:40][CH2:17][CH2:16][CH2:15][CH2:20]2)=[CH:6][CH:7]=1)=[O:29])[S:12]([C:15]1[CH:16]=[CH:17][C:18]([C:21]2[CH:6]=[CH:7][CH:2]=[CH:3][CH:4]=2)=[CH:19][CH:20]=1)(=[O:14])=[O:13])[C:23]1[CH:28]=[CH:27][CH:26]=[CH:25][CH:24]=1. Given the reactants [CH2:1]([N:8]([C:30]1[CH:31]=[CH:32][C:33]([OH:39])=[C:34]([CH:38]=1)[C:35]([OH:37])=[O:36])[C:9](=[O:29])[CH2:10][N:11]([CH2:22][C:23]1[CH:28]=[CH:27][CH:26]=[CH:25][CH:24]=1)[S:12]([C:15]1[CH:20]=[CH:19][C:18]([CH3:21])=[CH:17][CH:16]=1)(=[O:14])=[O:13])[C:2]1[CH:7]=[CH:6][CH:5]=[CH:4][CH:3]=1.[C:40](#N)[CH3:41], predict the reaction product. (6) Given the reactants [CH3:1][C:2]1[CH:7]=[CH:6][C:5]([NH2:8])=[CH:4][C:3]=1[N+:9]([O-:11])=[O:10].C(C(C)(C)C1C=C(C=CN=1)C(N[C:33]1[CH:38]=[CH:37][C:36](C)=[C:35](NC2[C:38]3[C:33](=[CH:34][C:35](OC)=[CH:36][CH:37]=3)N=CN=2)[CH:34]=1)=O)#N.CN(C(ON1N=[N:61][C:56]2C=CC=NC1=2)=[N+](C)C)C.[F:63][P-](F)(F)(F)(F)F.CCN([CH:76]([CH3:78])[CH3:77])C(C)C.CN([CH:82]=[O:83])C, predict the reaction product. The product is: [C:56]([C:76]([CH3:77])([CH3:78])[C:37]1[CH:38]=[C:33]([CH:34]=[C:35]([F:63])[CH:36]=1)[C:82]([NH:8][C:5]1[CH:6]=[CH:7][C:2]([CH3:1])=[C:3]([N+:9]([O-:11])=[O:10])[CH:4]=1)=[O:83])#[N:61]. (7) The product is: [CH3:17][O:16][C:6]1[CH:5]=[CH:4][C:3]([O:2][CH3:1])=[CH:8][C:7]=1[Si:9]([CH2:12][CH3:13])([CH2:10][CH3:11])[CH2:14][CH3:15]. Given the reactants [CH3:1][O:2][C:3]1[CH:8]=[C:7]([Si:9]([CH2:14][CH3:15])([CH2:12][CH3:13])[CH2:10][CH3:11])[C:6]([O:16][CH3:17])=[CH:5][C:4]=1[Si](CC)(CC)CC.[Na+].[Cl-], predict the reaction product.